This data is from Full USPTO retrosynthesis dataset with 1.9M reactions from patents (1976-2016). The task is: Predict the reactants needed to synthesize the given product. (1) Given the product [Cl:18][C:19]1[CH:20]=[CH:21][C:22]([C:25]([C:2]2[CH:7]=[C:6]([C:8]([F:11])([F:10])[F:9])[CH:5]=[C:4]([F:12])[CH:3]=2)=[O:29])=[N:23][CH:24]=1, predict the reactants needed to synthesize it. The reactants are: Br[C:2]1[CH:7]=[C:6]([C:8]([F:11])([F:10])[F:9])[CH:5]=[C:4]([F:12])[CH:3]=1.[Li]CCCC.[Cl:18][C:19]1[CH:20]=[CH:21][C:22]([C:25]#N)=[N:23][CH:24]=1.CC[O:29]CC. (2) Given the product [NH2:26][C@@H:21]([CH2:22][CH:23]([CH3:25])[CH3:24])[CH2:20][O:19][C:16]1[CH:17]=[CH:18][C:13]2[C:12]3[C:7](=[CH:8][N:9]=[CH:10][CH:11]=3)[C:6](=[O:34])[N:5]([CH2:4][CH:1]3[CH2:3][CH2:2]3)[C:14]=2[CH:15]=1, predict the reactants needed to synthesize it. The reactants are: [CH:1]1([CH2:4][N:5]2[C:14]3[CH:15]=[C:16]([O:19][CH2:20][C@@H:21]([NH:26]C(=O)OC(C)(C)C)[CH2:22][CH:23]([CH3:25])[CH3:24])[CH:17]=[CH:18][C:13]=3[C:12]3[C:7](=[CH:8][N:9]=[CH:10][CH:11]=3)[C:6]2=[O:34])[CH2:3][CH2:2]1.Cl.O1CCOCC1. (3) The reactants are: [F:1][C:2]([F:15])([F:14])[C:3]1[NH:4][C:5]2[C:10]([CH:11]=1)=[CH:9][C:8]([CH2:12][NH2:13])=[CH:7][CH:6]=2.Cl[C:17]1[CH:22]=[C:21]([CH2:23][CH3:24])[N:20]=[CH:19][N:18]=1.ClC1C=CN(CC)CN=1.CCN(C(C)C)C(C)C. Given the product [CH2:23]([C:21]1[N:20]=[CH:19][N:18]=[C:17]([NH:13][CH2:12][C:8]2[CH:9]=[C:10]3[C:5](=[CH:6][CH:7]=2)[NH:4][C:3]([C:2]([F:1])([F:14])[F:15])=[CH:11]3)[CH:22]=1)[CH3:24], predict the reactants needed to synthesize it. (4) Given the product [F:16][C:17]([F:30])([F:29])[S:18]([O:1][C:2]1[C:3]([C:12]([O:14][CH3:15])=[O:13])=[CH:4][CH:5]=[C:6]2[C:11]=1[N:10]=[CH:9][CH:8]=[CH:7]2)(=[O:20])=[O:19], predict the reactants needed to synthesize it. The reactants are: [OH:1][C:2]1[C:3]([C:12]([O:14][CH3:15])=[O:13])=[CH:4][CH:5]=[C:6]2[C:11]=1[N:10]=[CH:9][CH:8]=[CH:7]2.[F:16][C:17]([F:30])([F:29])[S:18](O[S:18]([C:17]([F:30])([F:29])[F:16])(=[O:20])=[O:19])(=[O:20])=[O:19]. (5) Given the product [CH:1]1([C:4]2[CH:5]=[N:6][C:7]([NH:17][C:18]3[CH:19]=[C:20]4[C:24](=[CH:25][CH:26]=3)[N:23]([CH2:27][CH:28]3[CH2:30][CH2:29]3)[CH:22]=[CH:21]4)=[C:8]([CH:16]=2)[C:9]([OH:11])=[O:10])[CH2:3][CH2:2]1, predict the reactants needed to synthesize it. The reactants are: [CH:1]1([C:4]2[CH:5]=[N:6][C:7]([NH:17][C:18]3[CH:19]=[C:20]4[C:24](=[CH:25][CH:26]=3)[N:23]([CH2:27][CH:28]3[CH2:30][CH2:29]3)[CH:22]=[CH:21]4)=[C:8]([CH:16]=2)[C:9]([O:11]CCCC)=[O:10])[CH2:3][CH2:2]1.[OH-].[Na+].O1CCCC1. (6) Given the product [CH2:12]([O:19][C:20]([NH:22][C@@H:23]([CH3:27])[C:24]([NH:1][N:2]1[CH:6]=[CH:5][C:4]([Br:7])=[C:3]1[C:8]([O:10][CH3:11])=[O:9])=[O:25])=[O:21])[C:13]1[CH:18]=[CH:17][CH:16]=[CH:15][CH:14]=1, predict the reactants needed to synthesize it. The reactants are: [NH2:1][N:2]1[CH:6]=[CH:5][C:4]([Br:7])=[C:3]1[C:8]([O:10][CH3:11])=[O:9].[CH2:12]([O:19][C:20]([NH:22][C@@H:23]([CH3:27])[C:24](O)=[O:25])=[O:21])[C:13]1[CH:18]=[CH:17][CH:16]=[CH:15][CH:14]=1. (7) Given the product [F:31][C:29]1[CH:30]=[C:25]2[CH:24]=[C:23]([CH:15]([C:12]3[CH:13]=[CH:14][C:9]([S:6]([CH2:5][CH2:4][OH:3])(=[O:7])=[O:8])=[CH:10][CH:11]=3)[CH2:16][CH:17]3[CH2:18][CH2:19][O:20][CH2:21][CH2:22]3)[NH:32][C:26]2=[N:27][CH:28]=1, predict the reactants needed to synthesize it. The reactants are: C([O:3][CH2:4][CH2:5][S:6]([C:9]1[CH:14]=[CH:13][C:12]([CH:15]([C:23]2[NH:32][C:26]3=[N:27][CH:28]=[C:29]([F:31])[CH:30]=[C:25]3[CH:24]=2)[CH2:16][CH:17]2[CH2:22][CH2:21][O:20][CH2:19][CH2:18]2)=[CH:11][CH:10]=1)(=[O:8])=[O:7])C.B(Br)(Br)Br.